From a dataset of Reaction yield outcomes from USPTO patents with 853,638 reactions. Predict the reaction yield, written as a fraction of the theoretical maximum amount of product (1.0 means a 100% yield; for example, 0.34 means a 34% yield). The reactants are [CH:1]1([C:4]2[C:5]([NH:24][S:25]([CH3:28])(=[O:27])=[O:26])=[CH:6][C:7]3[O:11][C:10]([C:12]4[CH:17]=[CH:16][C:15]([F:18])=[CH:14][CH:13]=4)=[C:9]([C:19]([NH:21][CH3:22])=[O:20])[C:8]=3[CH:23]=2)[CH2:3][CH2:2]1.F[C:30]1[CH:35]=[CH:34][C:33]([N+:36]([O-:38])=[O:37])=[CH:32][C:31]=1[F:39].C(=O)([O-])[O-].[K+].[K+]. The product is [CH:1]1([C:4]2[C:5]([N:24]([C:30]3[CH:35]=[CH:34][C:33]([N+:36]([O-:38])=[O:37])=[CH:32][C:31]=3[F:39])[S:25]([CH3:28])(=[O:27])=[O:26])=[CH:6][C:7]3[O:11][C:10]([C:12]4[CH:17]=[CH:16][C:15]([F:18])=[CH:14][CH:13]=4)=[C:9]([C:19]([NH:21][CH3:22])=[O:20])[C:8]=3[CH:23]=2)[CH2:3][CH2:2]1. The catalyst is COCCOC.O. The yield is 0.770.